From a dataset of Catalyst prediction with 721,799 reactions and 888 catalyst types from USPTO. Predict which catalyst facilitates the given reaction. (1) The catalyst class is: 747. Product: [C:37]([C:2]1[CH:3]=[CH:4][C:5]([N:26]2[CH2:27][CH2:28][O:29][CH2:30][CH2:31]2)=[C:6]([CH:25]=1)[C:7]([N:9]1[CH2:10][CH2:11][N:12]([C:15]2[CH:20]=[CH:19][C:18]([C:21](=[O:23])[CH3:22])=[CH:17][C:16]=2[F:24])[CH2:13][CH2:14]1)=[O:8])(=[O:39])[CH3:38]. Reactant: Br[C:2]1[CH:3]=[CH:4][C:5]([N:26]2[CH2:31][CH2:30][O:29][CH2:28][CH2:27]2)=[C:6]([CH:25]=1)[C:7]([N:9]1[CH2:14][CH2:13][N:12]([C:15]2[CH:20]=[CH:19][C:18]([C:21](=[O:23])[CH3:22])=[CH:17][C:16]=2[F:24])[CH2:11][CH2:10]1)=[O:8].C([Sn](CCCC)(CCCC)[C:37]([O:39]CC)=[CH2:38])CCC.Cl. (2) Product: [F:31][C:27]1[CH:26]=[C:25]2[C:30]([C:22]([NH:21][C:15]([NH:16][CH2:17][CH:18]([CH3:20])[CH3:19])=[N:14][C:12](=[O:13])[C:11]3[CH:32]=[CH:33][CH:34]=[C:9]([OH:8])[CH:10]=3)=[N:23][NH:24]2)=[CH:29][CH:28]=1. Reactant: C([O:8][C:9]1[CH:10]=[C:11]([CH:32]=[CH:33][CH:34]=1)[C:12](/[N:14]=[C:15](\[NH:21][C:22]1[C:30]2[C:25](=[CH:26][C:27]([F:31])=[CH:28][CH:29]=2)[NH:24][N:23]=1)/[NH:16][CH2:17][CH:18]([CH3:20])[CH3:19])=[O:13])C1C=CC=CC=1.C([O-])=O.[NH4+]. The catalyst class is: 5.